This data is from Reaction yield outcomes from USPTO patents with 853,638 reactions. The task is: Predict the reaction yield, written as a fraction of the theoretical maximum amount of product (1.0 means a 100% yield; for example, 0.34 means a 34% yield). The reactants are [C:1]([C:5]1[O:9][N:8]=[C:7]([NH:10][C:11]([NH:13][C:14]2[CH:19]=[CH:18][CH:17]=[C:16]([O:20][C:21]3[C:30]4[C:25](=[CH:26][C:27]([O:33][C@H:34]5[CH2:38][CH2:37][NH:36][CH2:35]5)=[C:28]([O:31][CH3:32])[CH:29]=4)[N:24]=[CH:23][N:22]=3)[CH:15]=2)=[O:12])[CH:6]=1)([CH3:4])([CH3:3])[CH3:2].C(N(CC)C(C)C)(C)C.FC(F)(F)S(O[CH2:54][CH:55]([F:57])[F:56])(=O)=O. The catalyst is C(Cl)Cl. The product is [C:1]([C:5]1[O:9][N:8]=[C:7]([NH:10][C:11]([NH:13][C:14]2[CH:19]=[CH:18][CH:17]=[C:16]([O:20][C:21]3[C:30]4[C:25](=[CH:26][C:27]([O:33][C@H:34]5[CH2:38][CH2:37][N:36]([CH2:54][CH:55]([F:57])[F:56])[CH2:35]5)=[C:28]([O:31][CH3:32])[CH:29]=4)[N:24]=[CH:23][N:22]=3)[CH:15]=2)=[O:12])[CH:6]=1)([CH3:4])([CH3:2])[CH3:3]. The yield is 0.440.